From a dataset of Forward reaction prediction with 1.9M reactions from USPTO patents (1976-2016). Predict the product of the given reaction. Given the reactants [CH2:1]([O:4][C:5]([CH:7]1[C:12](=[O:13])[CH:11]([NH:14][C:15]([O:17][C:18]([CH3:21])([CH3:20])[CH3:19])=[O:16])[CH2:10][S:9][CH2:8]1)=[O:6])[CH:2]=[CH2:3].[N+:22]([C:25]1[CH:32]=[CH:31][C:28]([CH2:29]Br)=[CH:27][C:26]=1[Br:33])([O-:24])=[O:23].N, predict the reaction product. The product is: [CH2:1]([O:4][C:5]([C:7]1([CH2:29][C:28]2[CH:31]=[CH:32][C:25]([N+:22]([O-:24])=[O:23])=[C:26]([Br:33])[CH:27]=2)[C:12](=[O:13])[CH:11]([NH:14][C:15]([O:17][C:18]([CH3:21])([CH3:20])[CH3:19])=[O:16])[CH2:10][S:9][CH2:8]1)=[O:6])[CH:2]=[CH2:3].